This data is from Reaction yield outcomes from USPTO patents with 853,638 reactions. The task is: Predict the reaction yield, written as a fraction of the theoretical maximum amount of product (1.0 means a 100% yield; for example, 0.34 means a 34% yield). (1) The catalyst is C1COCC1. The reactants are [Li+].[CH3:2]C([N-]C(C)C)C.[CH2:9]=[C:10]1[CH2:13][CH:12]([C:14]([O:16][CH2:17][CH3:18])=[O:15])[CH2:11]1.CI. The product is [CH3:2][C:12]1([C:14]([O:16][CH2:17][CH3:18])=[O:15])[CH2:13][C:10](=[CH2:9])[CH2:11]1. The yield is 0.630. (2) The reactants are Br[C:2]1[C:10]2[C:5](=[N:6][CH:7]=[C:8]([NH:11][C:12](=[O:21])[O:13][CH2:14][C:15]3[CH:20]=[CH:19][CH:18]=[CH:17][CH:16]=3)[CH:9]=2)[N:4]([S:22]([C:25]2[CH:31]=[CH:30][C:28]([CH3:29])=[CH:27][CH:26]=2)(=[O:24])=[O:23])[CH:3]=1.[B:32]1([B:32]2[O:36][C:35]([CH3:38])([CH3:37])[C:34]([CH3:40])([CH3:39])[O:33]2)[O:36][C:35]([CH3:38])([CH3:37])[C:34]([CH3:40])([CH3:39])[O:33]1.C([O-])(=O)C.[K+]. The catalyst is O1CCOCC1.C1C=CC([P]([Pd]([P](C2C=CC=CC=2)(C2C=CC=CC=2)C2C=CC=CC=2)([P](C2C=CC=CC=2)(C2C=CC=CC=2)C2C=CC=CC=2)[P](C2C=CC=CC=2)(C2C=CC=CC=2)C2C=CC=CC=2)(C2C=CC=CC=2)C2C=CC=CC=2)=CC=1. The product is [CH3:39][C:34]1([CH3:40])[C:35]([CH3:38])([CH3:37])[O:36][B:32]([C:2]2[C:10]3[C:5](=[N:6][CH:7]=[C:8]([NH:11][C:12](=[O:21])[O:13][CH2:14][C:15]4[CH:20]=[CH:19][CH:18]=[CH:17][CH:16]=4)[CH:9]=3)[N:4]([S:22]([C:25]3[CH:31]=[CH:30][C:28]([CH3:29])=[CH:27][CH:26]=3)(=[O:24])=[O:23])[CH:3]=2)[O:33]1. The yield is 0.730. (3) The reactants are C1(C)C=CC(S(CC[O:12][C:13](=[O:48])[C:14]2[CH:19]=[CH:18][CH:17]=[C:16]([S:20]([N:23]3[C:27]4[CH:28]=[CH:29][CH:30]=[CH:31][C:26]=4[N:25]=[C:24]3[S:32]([CH2:34][C:35]3[C:40]([CH3:41])=[C:39]([O:42][CH2:43][CH2:44][CH2:45][O:46][CH3:47])[CH:38]=[CH:37][N:36]=3)=[O:33])(=[O:22])=[O:21])[CH:15]=2)(=O)=O)=CC=1.C([O-])(O)=O.[Na+:54]. The catalyst is CC#N.O. The product is [Na+:54].[CH3:47][O:46][CH2:45][CH2:44][CH2:43][O:42][C:39]1[CH:38]=[CH:37][N:36]=[C:35]([CH2:34][S:32]([C:24]2[N:23]([S:20]([C:16]3[CH:15]=[C:14]([CH:19]=[CH:18][CH:17]=3)[C:13]([O-:48])=[O:12])(=[O:22])=[O:21])[C:27]3[CH:28]=[CH:29][CH:30]=[CH:31][C:26]=3[N:25]=2)=[O:33])[C:40]=1[CH3:41]. The yield is 0.600. (4) The reactants are [CH3:1][CH2:2][O:3][C:4]([CH:6]1[CH2:12][CH2:11][C:9](=O)[CH2:8][CH2:7]1)=[O:5].Cl.[F:14][C:15]1[CH:20]=[CH:19][C:18]([NH:21]N)=[CH:17][CH:16]=1. The catalyst is C(O)C. The product is [CH2:2]([O:3][C:4]([CH:6]1[CH2:12][C:11]2[C:19]3[C:18](=[CH:17][CH:16]=[C:15]([F:14])[CH:20]=3)[NH:21][C:9]=2[CH2:8][CH2:7]1)=[O:5])[CH3:1]. The yield is 0.980. (5) The reactants are Cl[C:2]1[N:7]=[C:6]([O:8][C:9]2[CH:35]=[CH:34][CH:33]=[CH:32][C:10]=2[CH2:11][NH:12][C:13]([NH:15][C:16]2[N:20]([C:21]3[CH:26]=[CH:25][C:24]([Cl:27])=[CH:23][CH:22]=3)[N:19]=[C:18]([C:28]([CH3:31])([CH3:30])[CH3:29])[CH:17]=2)=[O:14])[CH:5]=[CH:4][N:3]=1.[NH:36]1[CH2:41][CH2:40][O:39][CH2:38][CH2:37]1. The catalyst is C(O)C. The product is [O:39]1[CH2:40][CH2:41][N:36]([C:2]2[N:7]=[C:6]([O:8][C:9]3[CH:35]=[CH:34][CH:33]=[CH:32][C:10]=3[CH2:11][NH:12][C:13]([NH:15][C:16]3[N:20]([C:21]4[CH:26]=[CH:25][C:24]([Cl:27])=[CH:23][CH:22]=4)[N:19]=[C:18]([C:28]([CH3:29])([CH3:30])[CH3:31])[CH:17]=3)=[O:14])[CH:5]=[CH:4][N:3]=2)[CH2:37][CH2:38]1. The yield is 0.930.